This data is from Full USPTO retrosynthesis dataset with 1.9M reactions from patents (1976-2016). The task is: Predict the reactants needed to synthesize the given product. (1) Given the product [Cl:16][C:14]1[N:15]=[C:11](/[N:10]=[N:1]/[C:28]2[CH:29]=[CH:30][C:25]([N:21]([CH2:19][CH3:20])[CH2:22][CH2:23][OH:24])=[CH:26][CH:27]=2)[S:12][C:13]=1[CH:17]=[O:18], predict the reactants needed to synthesize it. The reactants are: [N:1]([O-])=O.[Na+].S(=O)(=O)(O)O.[NH2:10][C:11]1[S:12][C:13]([CH:17]=[O:18])=[C:14]([Cl:16])[N:15]=1.[CH2:19]([N:21]([C:25]1[CH:30]=[CH:29][CH:28]=[CH:27][CH:26]=1)[CH2:22][CH2:23][OH:24])[CH3:20]. (2) Given the product [CH2:25]([N:32]1[C:40](=[O:41])[C:39]2[C:34](=[CH:35][C:36]([CH3:1])=[CH:37][CH:38]=2)[CH:33]1[O:42][CH2:43][C:44]([NH:46][C:47]1[CH:52]=[CH:51][CH:50]=[CH:49][N:48]=1)=[O:45])[C:26]1[CH:31]=[CH:30][CH:29]=[CH:28][CH:27]=1, predict the reactants needed to synthesize it. The reactants are: [CH2:1](OC(=O)COC1C2C(=CC=CC=2)C(=O)N1CC1C=CC=CC=1)C.[CH2:25]([N:32]1[C:40](=[O:41])[C:39]2[C:34](=[CH:35][CH:36]=[CH:37][CH:38]=2)[CH:33]1[O:42][CH2:43][C:44]([NH:46][C:47]1[CH:52]=[CH:51][CH:50]=[CH:49][N:48]=1)=[O:45])[C:26]1[CH:31]=[CH:30][CH:29]=[CH:28][CH:27]=1. (3) Given the product [Cl:23][C:24]1[CH:25]=[C:26]([C:34]2[O:38][N:37]=[C:36]([C:39]3[CH:40]=[CH:41][C:42]4[O:48][CH2:47][CH:46]([CH:49]=[O:50])[N:45]([C:51]([O:53][C:54]([CH3:55])([CH3:57])[CH3:56])=[O:52])[CH2:44][C:43]=4[CH:58]=3)[N:35]=2)[CH:27]=[CH:28][C:29]=1[O:30][CH:31]([CH3:32])[CH3:33], predict the reactants needed to synthesize it. The reactants are: CC(OI1(OC(C)=O)(OC(C)=O)OC(=O)C2C=CC=CC1=2)=O.[Cl:23][C:24]1[CH:25]=[C:26]([C:34]2[O:38][N:37]=[C:36]([C:39]3[CH:40]=[CH:41][C:42]4[O:48][CH2:47][CH:46]([CH2:49][OH:50])[N:45]([C:51]([O:53][C:54]([CH3:57])([CH3:56])[CH3:55])=[O:52])[CH2:44][C:43]=4[CH:58]=3)[N:35]=2)[CH:27]=[CH:28][C:29]=1[O:30][CH:31]([CH3:33])[CH3:32]. (4) Given the product [C:6]1([CH:7]([C:3]2[CH:10]=[CH:9][CH:6]=[CH:5][CH:4]=2)[C:17]2[CH:22]=[CH:21][CH:20]=[CH:19][CH:18]=2)[CH:9]=[CH:10][CH:3]=[CH:4][CH:5]=1, predict the reactants needed to synthesize it. The reactants are: CN(C)[C:3]1[CH:10]=[CH:9][C:6]([CH:7]=O)=[CH:5][CH:4]=1.NC(N)=O.Cl.[C:17]1(=O)[CH:22]=[CH:21][C:20](=O)[CH:19]=[CH:18]1. (5) Given the product [CH:1]1([C:4]2[NH:13][C:7]3[N:8]=[N:9][C:10]([I:12])=[CH:11][C:6]=3[CH:5]=2)[CH2:3][CH2:2]1, predict the reactants needed to synthesize it. The reactants are: [CH:1]1([C:4]#[C:5][C:6]2[CH:11]=[C:10]([I:12])[N:9]=[N:8][C:7]=2[NH2:13])[CH2:3][CH2:2]1. (6) Given the product [O:1]=[C:2]1[CH2:7][C@@H:6]([NH:8][C:9]2[C:10]3[CH:17]=[CH:16][N:15]([C:18]([C:19]4[CH:24]=[CH:23][CH:22]=[CH:21][CH:20]=4)([C:31]4[CH:36]=[CH:35][CH:34]=[CH:33][CH:32]=4)[C:25]4[CH:26]=[CH:27][CH:28]=[CH:29][CH:30]=4)[C:11]=3[N:12]=[CH:13][N:14]=2)[CH2:5][N:4]([C:37]([O:39][C:40]([CH3:43])([CH3:42])[CH3:41])=[O:38])[CH2:3]1, predict the reactants needed to synthesize it. The reactants are: [OH:1][C@H:2]1[CH2:7][C@@H:6]([NH:8][C:9]2[C:10]3[CH:17]=[CH:16][N:15]([C:18]([C:31]4[CH:36]=[CH:35][CH:34]=[CH:33][CH:32]=4)([C:25]4[CH:30]=[CH:29][CH:28]=[CH:27][CH:26]=4)[C:19]4[CH:24]=[CH:23][CH:22]=[CH:21][CH:20]=4)[C:11]=3[N:12]=[CH:13][N:14]=2)[CH2:5][N:4]([C:37]([O:39][C:40]([CH3:43])([CH3:42])[CH3:41])=[O:38])[CH2:3]1.CC(OI1(OC(C)=O)(OC(C)=O)OC(=O)C2C=CC=CC1=2)=O.C(Cl)Cl.CO. (7) Given the product [F:22][C:19]1[CH:18]=[CH:17][C:16]([C:6]2[C:7]3[C:12](=[CH:11][CH:10]=[C:9]([C:13]([NH:30][CH2:31][CH2:32][CH2:33][O:24][CH3:23])=[O:14])[CH:8]=3)[NH:4][N:5]=2)=[CH:21][CH:20]=1, predict the reactants needed to synthesize it. The reactants are: C([N:4]1[C:12]2[C:7](=[CH:8][C:9]([C:13](Cl)=[O:14])=[CH:10][CH:11]=2)[C:6]([C:16]2[CH:21]=[CH:20][C:19]([F:22])=[CH:18][CH:17]=2)=[N:5]1)(=O)C.[CH3:23][O:24]C(C)CN.O.[N:30]1C=C[CH:33]=[CH:32][CH:31]=1. (8) Given the product [CH3:13][C:14]1([CH3:29])[CH2:19][CH2:18][C:17]([C:2]2[CH:7]=[CH:6][C:5]([O:8][CH3:9])=[CH:4][C:3]=2[N+:10]([O-:12])=[O:11])=[CH:16][CH2:15]1, predict the reactants needed to synthesize it. The reactants are: Br[C:2]1[CH:7]=[CH:6][C:5]([O:8][CH3:9])=[CH:4][C:3]=1[N+:10]([O-:12])=[O:11].[CH3:13][C:14]1([CH3:29])[CH2:19][CH2:18][C:17](B2OC(C)(C)C(C)(C)O2)=[CH:16][CH2:15]1.P([O-])([O-])([O-])=O.[K+].[K+].[K+].